From a dataset of Forward reaction prediction with 1.9M reactions from USPTO patents (1976-2016). Predict the product of the given reaction. (1) Given the reactants N[C:2]1[CH:3]=[CH:4][C:5]([Cl:22])=[C:6]([CH:21]=1)[C:7]([NH:9][CH2:10][C:11]12[CH2:20][CH:15]3[CH2:16][CH:17]([CH2:19][CH:13]([CH2:14]3)[CH2:12]1)[CH2:18]2)=[O:8].S(=O)(=O)(O)O.N([O-])=O.[Na+].[I-:32].[K+], predict the reaction product. The product is: [Cl:22][C:5]1[CH:4]=[CH:3][C:2]([I:32])=[CH:21][C:6]=1[C:7]([NH:9][CH2:10][C:11]12[CH2:20][CH:15]3[CH2:16][CH:17]([CH2:19][CH:13]([CH2:14]3)[CH2:12]1)[CH2:18]2)=[O:8]. (2) Given the reactants [C:1]1([NH:7][C:8]2[CH:13]=[CH:12][CH:11]=[CH:10][CH:9]=2)[CH:6]=[CH:5][CH:4]=[CH:3][CH:2]=1.[Br:14][C:15]1[CH:20]=[CH:19][C:18](I)=[CH:17][CH:16]=1.NC1C=CC=CC=1, predict the reaction product. The product is: [CH:11]1[CH:10]=[CH:9][C:8]([N:7]([C:18]2[CH:19]=[CH:20][C:15]([Br:14])=[CH:16][CH:17]=2)[C:1]2[CH:2]=[CH:3][CH:4]=[CH:5][CH:6]=2)=[CH:13][CH:12]=1.